Dataset: Forward reaction prediction with 1.9M reactions from USPTO patents (1976-2016). Task: Predict the product of the given reaction. (1) Given the reactants [H-].[Na+].[F:3][CH:4]([F:17])[O:5][C:6]1[CH:15]=[CH:14][CH:13]=[C:12]([F:16])[C:7]=1[C:8](=[N:10][OH:11])[NH2:9].Br[CH2:19][CH:20]1[CH2:22][CH2:21]1.O, predict the reaction product. The product is: [CH:20]1([CH2:19][O:11][N:10]=[C:8]([NH2:9])[C:7]2[C:12]([F:16])=[CH:13][CH:14]=[CH:15][C:6]=2[O:5][CH:4]([F:3])[F:17])[CH2:22][CH2:21]1. (2) Given the reactants [CH2:1]([NH:8][C:9]([NH:11][N:12]([CH2:14][C:15]([OH:17])=O)[CH3:13])=[O:10])[C:2]1[CH:7]=[CH:6][CH:5]=[CH:4][CH:3]=1.[NH2:18][C@@H:19]([CH2:42][C:43]([NH:45][C:46]([C:59]1[CH:64]=[CH:63][CH:62]=[CH:61][CH:60]=1)([C:53]1[CH:58]=[CH:57][CH:56]=[CH:55][CH:54]=1)[C:47]1[CH:52]=[CH:51][CH:50]=[CH:49][CH:48]=1)=[O:44])[C:20]([N:22]([CH2:32][C:33]1[C:34]2[CH:41]=[CH:40][CH:39]=[CH:38][C:35]=2[S:36][CH:37]=1)[C@@H:23]([CH3:31])[CH:24]([O:28][CH2:29][CH3:30])[O:25][CH2:26][CH3:27])=[O:21], predict the reaction product. The product is: [S:36]1[CH:37]=[C:33]([CH2:32][N:22]([C@@H:23]([CH3:31])[CH:24]([O:25][CH2:26][CH3:27])[O:28][CH2:29][CH3:30])[C:20](=[O:21])[C@@H:19]([NH:18][C:15](=[O:17])[CH2:14][N:12]([CH3:13])[NH:11][C:9]([NH:8][CH2:1][C:2]2[CH:3]=[CH:4][CH:5]=[CH:6][CH:7]=2)=[O:10])[CH2:42][C:43](=[O:44])[NH:45][C:46]([C:47]2[CH:48]=[CH:49][CH:50]=[CH:51][CH:52]=2)([C:59]2[CH:64]=[CH:63][CH:62]=[CH:61][CH:60]=2)[C:53]2[CH:54]=[CH:55][CH:56]=[CH:57][CH:58]=2)[C:34]2[CH:41]=[CH:40][CH:39]=[CH:38][C:35]1=2. (3) The product is: [Br:1][C:2]1[CH:3]=[CH:4][C:5]([O:24][CH2:25][C@@H:26]([CH3:27])[CH2:29][CH3:30])=[C:6]([C:8]2[CH:13]=[CH:12][CH:11]=[CH:10][C:9]=2[C:14]2[N:19]=[C:18]([C:20]([O:22][CH3:23])=[O:21])[CH:17]=[CH:16][CH:15]=2)[CH:7]=1. Given the reactants [Br:1][C:2]1[CH:3]=[CH:4][C:5]([OH:24])=[C:6]([C:8]2[CH:13]=[CH:12][CH:11]=[CH:10][C:9]=2[C:14]2[N:19]=[C:18]([C:20]([O:22][CH3:23])=[O:21])[CH:17]=[CH:16][CH:15]=2)[CH:7]=1.[CH3:25][C@@H:26]([CH2:29][CH3:30])[CH2:27]O.C1(P(C2C=CC=CC=2)C2C=CC=CC=2)C=CC=CC=1.N(C(OC(C)C)=O)=NC(OC(C)C)=O, predict the reaction product. (4) Given the reactants [F:1][C:2]1[CH:3]=[CH:4][C:5]([C:8](=[O:10])[CH3:9])=[N:6][CH:7]=1.[Br-:11].[Br-].[Br-].[NH+]1C=CC=CC=1.[NH+]1C=CC=CC=1.[NH+]1C=CC=CC=1.C(OCC)C, predict the reaction product. The product is: [BrH:11].[Br:11][CH2:9][C:8]([C:5]1[CH:4]=[CH:3][C:2]([F:1])=[CH:7][N:6]=1)=[O:10]. (5) Given the reactants [CH3:1][C:2]([O:5][C:6](=[O:23])[N:7]([CH2:19][CH2:20][CH:21]=[CH2:22])[N:8]1C(=O)C2C(=CC=CC=2)C1=O)([CH3:4])[CH3:3].CNN, predict the reaction product. The product is: [C:2]([O:5][C:6]([N:7]([CH2:19][CH2:20][CH:21]=[CH2:22])[NH2:8])=[O:23])([CH3:4])([CH3:3])[CH3:1]. (6) Given the reactants [C:1]([O:5][C:6]([N:8]1[CH2:12][CH2:11][C@@H:10]([CH2:13][C:14]([OH:16])=O)[CH2:9]1)=[O:7])([CH3:4])([CH3:3])[CH3:2].[NH2:17][C:18]1[CH:19]=[C:20]([NH:28][C:29]2[N:38]=[CH:37][C:36]3[N:35]([CH3:39])[C:34](=[O:40])[CH2:33][N:32]([CH:41]([CH3:43])[CH3:42])[C:31]=3[N:30]=2)[CH:21]=[C:22]([S:24]([CH3:27])(=[O:26])=[O:25])[CH:23]=1, predict the reaction product. The product is: [C:1]([O:5][C:6]([N:8]1[CH2:12][CH2:11][C@@H:10]([CH2:13][C:14](=[O:16])[NH:17][C:18]2[CH:23]=[C:22]([S:24]([CH3:27])(=[O:25])=[O:26])[CH:21]=[C:20]([NH:28][C:29]3[N:38]=[CH:37][C:36]4[N:35]([CH3:39])[C:34](=[O:40])[CH2:33][N:32]([CH:41]([CH3:43])[CH3:42])[C:31]=4[N:30]=3)[CH:19]=2)[CH2:9]1)=[O:7])([CH3:2])([CH3:3])[CH3:4]. (7) The product is: [NH2:36][CH:6]([C:9]1[CH:10]=[C:11]([NH:15][C:16]2[N:21]=[C:20]([CH2:22][CH2:23][C:24]3[CH:29]=[CH:28][CH:27]=[CH:26][C:25]=3[CH2:30][C:31]([NH2:33])=[O:32])[C:19]([Cl:34])=[CH:18][N:17]=2)[CH:12]=[CH:13][CH:14]=1)[CH3:7]. Given the reactants C([O-])(=O)C.[NH4+].[C:6]([C:9]1[CH:10]=[C:11]([NH:15][C:16]2[N:21]=[C:20]([CH2:22][CH2:23][C:24]3[CH:29]=[CH:28][CH:27]=[CH:26][C:25]=3[CH2:30][C:31]([NH2:33])=[O:32])[C:19]([Cl:34])=[CH:18][N:17]=2)[CH:12]=[CH:13][CH:14]=1)(=O)[CH3:7].C([BH3-])#[N:36].[Na+].Cl, predict the reaction product.